This data is from Reaction yield outcomes from USPTO patents with 853,638 reactions. The task is: Predict the reaction yield, written as a fraction of the theoretical maximum amount of product (1.0 means a 100% yield; for example, 0.34 means a 34% yield). (1) The reactants are [C:1]1([CH:7]2[CH2:12][CH2:11][CH2:10][C:9](=O)[CH2:8]2)[CH:6]=[CH:5][CH:4]=[CH:3][CH:2]=1.[NH2:14][OH:15].O. The catalyst is C(O)C.CCOC(C)=O. The product is [C:1]1([CH:7]2[CH2:12][CH2:11][CH2:10][C:9](=[N:14][OH:15])[CH2:8]2)[CH:6]=[CH:5][CH:4]=[CH:3][CH:2]=1. The yield is 0.921. (2) The reactants are C([O:4][C:5]1[CH:6]=[CH:7][CH:8]=[C:9]2[C:14]=1[NH:13][C:12](=[O:15])[CH:11]=[CH:10]2)(=O)C. The catalyst is Cl. The product is [OH:4][C:5]1[CH:6]=[CH:7][CH:8]=[C:9]2[C:14]=1[NH:13][C:12](=[O:15])[CH:11]=[CH:10]2. The yield is 0.700. (3) The reactants are [Cl:1][C:2]1[CH:3]=[C:4]2[C:8](=[CH:9][CH:10]=1)[NH:7][CH:6]=[C:5]2[CH2:11][CH2:12][NH:13][C:14](=[O:22])[C:15]1[CH:20]=[CH:19][CH:18]=[C:17](I)[CH:16]=1.[C:23]1([CH3:32])[CH:28]=[CH:27][CH:26]=[C:25](B(O)O)[CH:24]=1.C(=O)([O-])[O-].[Na+].[Na+]. The catalyst is C(COC)OC.O.C1C=CC([P]([Pd]([P](C2C=CC=CC=2)(C2C=CC=CC=2)C2C=CC=CC=2)([P](C2C=CC=CC=2)(C2C=CC=CC=2)C2C=CC=CC=2)[P](C2C=CC=CC=2)(C2C=CC=CC=2)C2C=CC=CC=2)(C2C=CC=CC=2)C2C=CC=CC=2)=CC=1. The product is [Cl:1][C:2]1[CH:3]=[C:4]2[C:8](=[CH:9][CH:10]=1)[NH:7][CH:6]=[C:5]2[CH2:11][CH2:12][NH:13][C:14]([C:15]1[CH:16]=[C:17]([C:25]2[CH:26]=[CH:27][CH:28]=[C:23]([CH3:32])[CH:24]=2)[CH:18]=[CH:19][CH:20]=1)=[O:22]. The yield is 0.830. (4) The reactants are C(O[BH-](OC(=O)C)OC(=O)C)(=O)C.[Na+].[Br:15][C:16]1[O:20][C:19]([CH:21]=O)=[CH:18][CH:17]=1.[CH3:23][NH:24][CH3:25].CC(O)=O. The catalyst is ClCCCl. The product is [Br:15][C:16]1[O:20][C:19]([CH2:21][N:24]([CH3:25])[CH3:23])=[CH:18][CH:17]=1. The yield is 0.970.